From a dataset of Reaction yield outcomes from USPTO patents with 853,638 reactions. Predict the reaction yield, written as a fraction of the theoretical maximum amount of product (1.0 means a 100% yield; for example, 0.34 means a 34% yield). (1) The reactants are [N+:1]([C:4]1[CH:8]=[C:7]([C:9]([OH:11])=O)[NH:6][N:5]=1)([O-:3])=[O:2].[F:12][C:13]1[CH:14]=[C:15]([CH:17]=[CH:18][CH:19]=1)[NH2:16].Cl.CN(C)CCCN=C=NCC.OC1C=CC=C[N+]=1[O-]. The catalyst is CN(C)C=O. The product is [F:12][C:13]1[CH:14]=[C:15]([NH:16][C:9]([C:7]2[NH:6][N:5]=[C:4]([N+:1]([O-:3])=[O:2])[CH:8]=2)=[O:11])[CH:17]=[CH:18][CH:19]=1. The yield is 0.420. (2) The reactants are [O:1]1[CH2:6][CH2:5][CH2:4][CH2:3][CH:2]1[N:7]1[C:11]2[CH:12]=[CH:13][C:14]([C:16](=[N:19]O)[CH2:17][CH3:18])=[CH:15][C:10]=2[N:9]=[CH:8]1. The catalyst is C1COCC1.[Ni]. The product is [O:1]1[CH2:6][CH2:5][CH2:4][CH2:3][CH:2]1[N:7]1[C:11]2[CH:12]=[CH:13][C:14]([CH:16]([NH2:19])[CH2:17][CH3:18])=[CH:15][C:10]=2[N:9]=[CH:8]1. The yield is 0.350.